This data is from HIV replication inhibition screening data with 41,000+ compounds from the AIDS Antiviral Screen. The task is: Binary Classification. Given a drug SMILES string, predict its activity (active/inactive) in a high-throughput screening assay against a specified biological target. (1) The drug is CCCCCCC(=O)COP(=O)(OCC(=O)CCCCCC)OCC1CCC(n2cc(C)c(=O)[nH]c2=O)O1. The result is 1 (active). (2) The compound is Cc1cccc(Nc2nc(NNC(=O)Cc3ccccc3)nc(NNC(=O)c3ccncc3)n2)c1. The result is 0 (inactive). (3) The molecule is C#CCn1c(=O)c2ccccc2n(CC#C)c1=O. The result is 0 (inactive). (4) The molecule is SCCN1CCCN(CCS)CCC1. The result is 0 (inactive). (5) The drug is COc1ccc(C(=C(C#N)C#N)c2ccc(OC)cc2)cc1. The result is 0 (inactive).